The task is: Regression. Given a peptide amino acid sequence and an MHC pseudo amino acid sequence, predict their binding affinity value. This is MHC class I binding data.. This data is from Peptide-MHC class I binding affinity with 185,985 pairs from IEDB/IMGT. (1) The peptide sequence is QTSTLYDFY. The MHC is HLA-B58:01 with pseudo-sequence HLA-B58:01. The binding affinity (normalized) is 0.238. (2) The peptide sequence is RLDARLQVL. The MHC is HLA-A68:02 with pseudo-sequence HLA-A68:02. The binding affinity (normalized) is 0.0847. (3) The peptide sequence is YLDADREFL. The MHC is HLA-A02:01 with pseudo-sequence HLA-A02:01. The binding affinity (normalized) is 0.554. (4) The peptide sequence is ELEEMVDKGT. The MHC is HLA-A02:01 with pseudo-sequence HLA-A02:01. The binding affinity (normalized) is 0. (5) The peptide sequence is QLSLKMLSL. The MHC is HLA-A26:01 with pseudo-sequence HLA-A26:01. The binding affinity (normalized) is 0.0847. (6) The MHC is HLA-B08:01 with pseudo-sequence HLA-B08:01. The peptide sequence is MTACGRIVV. The binding affinity (normalized) is 0.213. (7) The peptide sequence is AYIDNYNKF. The MHC is HLA-B18:01 with pseudo-sequence HLA-B18:01. The binding affinity (normalized) is 0.343.